Dataset: Full USPTO retrosynthesis dataset with 1.9M reactions from patents (1976-2016). Task: Predict the reactants needed to synthesize the given product. (1) Given the product [ClH:27].[ClH:27].[CH2:36]([O:35][C:34]1[CH:33]=[CH:32][C:31]([C:43]2[CH:44]=[N:45][CH:46]=[N:47][CH:48]=2)=[CH:30][C:29]=1[CH2:28][N:15]([CH:12]1[CH2:11][CH2:10][CH:9]([NH:8][CH3:1])[CH2:14][CH2:13]1)[C:16]([C:18]1[S:22][C:21]2[CH:23]=[CH:24][CH:25]=[CH:26][C:20]=2[C:19]=1[Cl:27])=[O:17])[CH3:37], predict the reactants needed to synthesize it. The reactants are: [C:1]([N:8](C)[CH:9]1[CH2:14][CH2:13][CH:12]([N:15]([CH2:28][C:29]2[CH:30]=[C:31](B(O)O)[CH:32]=[CH:33][C:34]=2[O:35][CH2:36][CH3:37])[C:16]([C:18]2[S:22][C:21]3[CH:23]=[CH:24][CH:25]=[CH:26][C:20]=3[C:19]=2[Cl:27])=[O:17])[CH2:11][CH2:10]1)(OC(C)(C)C)=O.Br[C:43]1[CH:44]=[N:45][CH:46]=[N:47][CH:48]=1. (2) The reactants are: [Cl:1][C:2]1[CH:3]=[CH:4][C:5]([NH:8][C:9]([C:11]2[CH:16]=[C:15]([Cl:17])[CH:14]=[CH:13][C:12]=2[NH:18][C:19]([C:21]2[CH:26]=[CH:25][C:24]([S:27]([CH3:30])(=[NH:29])=[O:28])=[CH:23][CH:22]=2)=[O:20])=[O:10])=[N:6][CH:7]=1.[N:31]#[C:32]Br. Given the product [Cl:1][C:2]1[CH:3]=[CH:4][C:5]([NH:8][C:9]([C:11]2[CH:16]=[C:15]([Cl:17])[CH:14]=[CH:13][C:12]=2[NH:18][C:19]([C:21]2[CH:26]=[CH:25][C:24]([S:27]([CH3:30])(=[N:29][C:32]#[N:31])=[O:28])=[CH:23][CH:22]=2)=[O:20])=[O:10])=[N:6][CH:7]=1, predict the reactants needed to synthesize it.